This data is from Full USPTO retrosynthesis dataset with 1.9M reactions from patents (1976-2016). The task is: Predict the reactants needed to synthesize the given product. Given the product [OH:3][CH:4]1[CH2:13][CH2:12][CH2:11][C:10]2[CH:9]=[C:8]([O:14][C:15]3[CH:23]=[CH:22][C:18]([C:19]([NH2:21])=[O:20])=[CH:17][N:16]=3)[CH:7]=[CH:6][C:5]1=2, predict the reactants needed to synthesize it. The reactants are: [BH4-].[Na+].[O:3]=[C:4]1[CH2:13][CH2:12][CH2:11][C:10]2[CH:9]=[C:8]([O:14][C:15]3[CH:23]=[CH:22][C:18]([C:19]([NH2:21])=[O:20])=[CH:17][N:16]=3)[CH:7]=[CH:6][C:5]1=2.